From a dataset of NCI-60 drug combinations with 297,098 pairs across 59 cell lines. Regression. Given two drug SMILES strings and cell line genomic features, predict the synergy score measuring deviation from expected non-interaction effect. (1) Drug 1: CN(C)N=NC1=C(NC=N1)C(=O)N. Drug 2: CC12CCC3C(C1CCC2O)C(CC4=C3C=CC(=C4)O)CCCCCCCCCS(=O)CCCC(C(F)(F)F)(F)F. Cell line: SN12C. Synergy scores: CSS=-1.00, Synergy_ZIP=-1.24, Synergy_Bliss=-4.84, Synergy_Loewe=-7.64, Synergy_HSA=-4.76. (2) Drug 1: C1CCN(CC1)CCOC2=CC=C(C=C2)C(=O)C3=C(SC4=C3C=CC(=C4)O)C5=CC=C(C=C5)O. Drug 2: CC1C(C(CC(O1)OC2CC(CC3=C2C(=C4C(=C3O)C(=O)C5=C(C4=O)C(=CC=C5)OC)O)(C(=O)CO)O)N)O.Cl. Cell line: OVCAR-4. Synergy scores: CSS=31.9, Synergy_ZIP=0.477, Synergy_Bliss=0.188, Synergy_Loewe=0.164, Synergy_HSA=0.137. (3) Drug 1: CC1=C(C=C(C=C1)NC(=O)C2=CC=C(C=C2)CN3CCN(CC3)C)NC4=NC=CC(=N4)C5=CN=CC=C5. Drug 2: CCN(CC)CCCC(C)NC1=C2C=C(C=CC2=NC3=C1C=CC(=C3)Cl)OC. Cell line: CCRF-CEM. Synergy scores: CSS=20.2, Synergy_ZIP=-7.62, Synergy_Bliss=-0.134, Synergy_Loewe=1.58, Synergy_HSA=1.42. (4) Drug 1: CCC1(CC2CC(C3=C(CCN(C2)C1)C4=CC=CC=C4N3)(C5=C(C=C6C(=C5)C78CCN9C7C(C=CC9)(C(C(C8N6C=O)(C(=O)OC)O)OC(=O)C)CC)OC)C(=O)OC)O.OS(=O)(=O)O. Drug 2: CS(=O)(=O)OCCCCOS(=O)(=O)C. Cell line: BT-549. Synergy scores: CSS=8.25, Synergy_ZIP=-2.04, Synergy_Bliss=0.811, Synergy_Loewe=1.17, Synergy_HSA=0.675. (5) Drug 1: C1CNP(=O)(OC1)N(CCCl)CCCl. Cell line: SK-MEL-28. Synergy scores: CSS=-0.830, Synergy_ZIP=2.66, Synergy_Bliss=3.73, Synergy_Loewe=-1.01, Synergy_HSA=-0.980. Drug 2: C1C(C(OC1N2C=NC(=NC2=O)N)CO)O.